Task: Predict the product of the given reaction.. Dataset: Forward reaction prediction with 1.9M reactions from USPTO patents (1976-2016) (1) Given the reactants [F:1][C:2]1[C:7]([F:8])=[CH:6][C:5]([C:9]2[CH:14]=[CH:13][C:12]([O:15][CH2:16][CH:17]3[CH2:22][CH2:21][CH2:20][NH:19][CH2:18]3)=[CH:11][CH:10]=2)=[C:4]([O:23][CH3:24])[CH:3]=1.C[O:26][C:27](=[O:34])[CH2:28][C@@H:29]([CH3:33])[C:30](O)=[O:31], predict the reaction product. The product is: [F:1][C:2]1[C:7]([F:8])=[CH:6][C:5]([C:9]2[CH:14]=[CH:13][C:12]([O:15][CH2:16][CH:17]3[CH2:22][CH2:21][CH2:20][N:19]([C:30](=[O:31])[C@H:29]([CH3:33])[CH2:28][C:27]([OH:34])=[O:26])[CH2:18]3)=[CH:11][CH:10]=2)=[C:4]([O:23][CH3:24])[CH:3]=1. (2) Given the reactants C(OC([N:8]1[CH2:12][CH2:11][CH2:10][CH:9]1[CH2:13][N:14]1[C:18]2[N:19]=[CH:20][N:21]=[C:22]([NH2:23])[C:17]=2[C:16]([C:24]2[CH:29]=[CH:28][C:27]([O:30][C:31]3[CH:36]=[CH:35][CH:34]=[CH:33][CH:32]=3)=[CH:26][C:25]=2[F:37])=[CH:15]1)=O)(C)(C)C.C(O)(C(F)(F)F)=O, predict the reaction product. The product is: [F:37][C:25]1[CH:26]=[C:27]([O:30][C:31]2[CH:32]=[CH:33][CH:34]=[CH:35][CH:36]=2)[CH:28]=[CH:29][C:24]=1[C:16]1[C:17]2[C:22]([NH2:23])=[N:21][CH:20]=[N:19][C:18]=2[N:14]([CH2:13][CH:9]2[CH2:10][CH2:11][CH2:12][NH:8]2)[CH:15]=1. (3) The product is: [CH3:20][C:21]1[CH:28]=[C:27]([CH:26]=[C:23]([CH3:24])[CH:22]=1)[CH2:29][O:1][C:2]1[CH:3]=[C:4]([CH2:8][C:9]([O:11][CH2:12][CH3:13])=[O:10])[CH:5]=[CH:6][CH:7]=1. Given the reactants [OH:1][C:2]1[CH:3]=[C:4]([CH2:8][C:9]([O:11][CH2:12][CH3:13])=[O:10])[CH:5]=[CH:6][CH:7]=1.C(=O)([O-])[O-].[K+].[K+].[CH3:20][C:21]1[CH:22]=[C:23]([CH:26]=[C:27]([CH3:29])[CH:28]=1)[CH2:24]Br, predict the reaction product. (4) Given the reactants [CH2:1]1[C:9]2[C:4](=[CH:5][CH:6]=[CH:7][CH:8]=2)[CH2:3][CH:2]1[O:10][C:11]1[CH:12]=[C:13]([CH:16]=[CH:17][C:18]=1[O:19][CH3:20])C=O.C[O:22][C:23]1C=C([CH:28]=[CH:29][C:30]=1OC)C=O.[CH3:33][NH:34][NH2:35].O.NN, predict the reaction product. The product is: [CH2:1]1[C:9]2[C:4](=[CH:5][CH:6]=[CH:7][CH:8]=2)[CH2:3][CH:2]1[O:10][C:11]1[CH:12]=[C:13]([C:29]2[CH:28]=[N:35][N:34]([CH3:33])[C:23](=[O:22])[CH:30]=2)[CH:16]=[CH:17][C:18]=1[O:19][CH3:20]. (5) Given the reactants C(OC([NH:8][C:9]1[N:14]=[C:13]([CH2:15][CH2:16][N:17]([C:25]2[CH:30]=[CH:29][C:28]([NH:31][C:32]([C:34]3[CH:39]=[CH:38][CH:37]=[CH:36][C:35]=3[C:40]3[CH:45]=[CH:44][C:43]([C:46]([F:49])([F:48])[F:47])=[CH:42][CH:41]=3)=[O:33])=[CH:27][CH:26]=2)C(=O)OC(C)(C)C)[CH:12]=[CH:11][CH:10]=1)=O)(C)(C)C.FC(F)(F)C(O)=O, predict the reaction product. The product is: [NH2:8][C:9]1[N:14]=[C:13]([CH2:15][CH2:16][NH:17][C:25]2[CH:26]=[CH:27][C:28]([NH:31][C:32]([C:34]3[C:35]([C:40]4[CH:41]=[CH:42][C:43]([C:46]([F:49])([F:47])[F:48])=[CH:44][CH:45]=4)=[CH:36][CH:37]=[CH:38][CH:39]=3)=[O:33])=[CH:29][CH:30]=2)[CH:12]=[CH:11][CH:10]=1.